From a dataset of Forward reaction prediction with 1.9M reactions from USPTO patents (1976-2016). Predict the product of the given reaction. (1) Given the reactants S(=O)(=O)(O)O.[NH:6]1[CH2:14][CH2:13][CH2:12][CH:8]([C:9]([NH2:11])=[O:10])[CH2:7]1.[CH3:15][C:16]1[CH:24]=[CH:23][C:19]([C:20](Cl)=[O:21])=[CH:18][CH:17]=1.[OH-].[Na+], predict the reaction product. The product is: [CH3:15][C:16]1[CH:24]=[CH:23][C:19]([C:20]([N:6]2[CH2:14][CH2:13][CH2:12][C@@H:8]([C:9]([NH2:11])=[O:10])[CH2:7]2)=[O:21])=[CH:18][CH:17]=1. (2) Given the reactants [CH3:1][C@H:2]1[NH:7][C@@H:6]([CH3:8])[CH2:5][N:4]([C:9]([O:11][C:12]([CH3:15])([CH3:14])[CH3:13])=[O:10])[CH2:3]1.C=O.[C:18](O[BH-](OC(=O)C)OC(=O)C)(=O)C.[Na+], predict the reaction product. The product is: [CH3:8][C@H:6]1[N:7]([CH3:18])[C@@H:2]([CH3:1])[CH2:3][N:4]([C:9]([O:11][C:12]([CH3:13])([CH3:15])[CH3:14])=[O:10])[CH2:5]1. (3) Given the reactants [Cl:1][C:2]1[CH:3]=[N:4][CH:5]=[CH:6][C:7]=1[O:8][CH3:9].C1C=C(Cl)C=C(C(OO)=[O:18])C=1, predict the reaction product. The product is: [Cl:1][C:2]1[CH:3]=[N+:4]([O-:18])[CH:5]=[CH:6][C:7]=1[O:8][CH3:9]. (4) The product is: [CH2:26]([O:25][C:23]([NH:1][C:2]1[CH:3]=[CH:4][C:5]([N:9]2[CH2:13][CH2:12][C@@H:11]([NH:14][C:15]([O:17][C:18]([CH3:21])([CH3:20])[CH3:19])=[O:16])[CH2:10]2)=[C:6]([F:8])[CH:7]=1)=[O:24])[CH3:27]. Given the reactants [NH2:1][C:2]1[CH:3]=[CH:4][C:5]([N:9]2[CH2:13][CH2:12][C@@H:11]([NH:14][C:15]([O:17][C:18]([CH3:21])([CH3:20])[CH3:19])=[O:16])[CH2:10]2)=[C:6]([F:8])[CH:7]=1.Cl[C:23]([O:25][CH2:26][CH3:27])=[O:24], predict the reaction product. (5) Given the reactants [Cl:1][C:2]1[CH:3]=[C:4]2[C:8](=[CH:9][CH:10]=1)[NH:7][C:6](=[O:11])[C:5]2([C:27]1[CH:32]=[CH:31][CH:30]=[CH:29][C:28]=1[O:33][CH3:34])[CH2:12][C:13](=[O:26])[N:14]1[CH2:19][CH2:18][N:17]([C:20]2[N:21]=[N:22][CH:23]=[CH:24][CH:25]=2)[CH2:16][CH2:15]1.[CH3:35][O:36][C:37]1[CH:42]=[CH:41][C:40]([S:43](Cl)(=[O:45])=[O:44])=[C:39]([O:47][C:48]([F:51])([F:50])[F:49])[CH:38]=1, predict the reaction product. The product is: [Cl:1][C:2]1[CH:3]=[C:4]2[C:8](=[CH:9][CH:10]=1)[N:7]([S:43]([C:40]1[CH:41]=[CH:42][C:37]([O:36][CH3:35])=[CH:38][C:39]=1[O:47][C:48]([F:49])([F:50])[F:51])(=[O:45])=[O:44])[C:6](=[O:11])[C:5]2([C:27]1[CH:32]=[CH:31][CH:30]=[CH:29][C:28]=1[O:33][CH3:34])[CH2:12][C:13](=[O:26])[N:14]1[CH2:15][CH2:16][N:17]([C:20]2[N:21]=[N:22][CH:23]=[CH:24][CH:25]=2)[CH2:18][CH2:19]1. (6) Given the reactants [NH2:1][C:2]1[N:10]=[CH:9][N:8]=[C:7]2[C:3]=1[N:4]=[CH:5][N:6]2[C@H:11]1[C@@H:15]2[O:16][C:17]([CH3:20])([CH3:19])[O:18][C@@H:14]2[C@@H:13]([CH2:21][N:22]([CH3:31])[CH:23]2[CH2:26][CH:25]([C:27](OC)=[O:28])[CH2:24]2)[O:12]1.[H-].[H-].[H-].[H-].[Li+].[Al+3].O.[OH-].[Na+], predict the reaction product. The product is: [NH2:1][C:2]1[N:10]=[CH:9][N:8]=[C:7]2[C:3]=1[N:4]=[CH:5][N:6]2[C@H:11]1[C@@H:15]2[O:16][C:17]([CH3:19])([CH3:20])[O:18][C@@H:14]2[C@@H:13]([CH2:21][N:22]([CH3:31])[CH:23]2[CH2:24][CH:25]([CH2:27][OH:28])[CH2:26]2)[O:12]1. (7) Given the reactants [NH2:1][C:2]1[C:3]([OH:12])=[C:4]([CH:9]=[CH:10][CH:11]=1)[C:5]([O:7][CH3:8])=[O:6].C1COCC1.[Cl:18][C:19]1[CH:24]=[CH:23][C:22]([N:25]=[C:26]=S)=[CH:21][CH:20]=1, predict the reaction product. The product is: [Cl:18][C:19]1[CH:24]=[CH:23][C:22]([NH:25][C:26]2[O:12][C:3]3[C:4]([C:5]([O:7][CH3:8])=[O:6])=[CH:9][CH:10]=[CH:11][C:2]=3[N:1]=2)=[CH:21][CH:20]=1. (8) Given the reactants [NH:1]1[CH2:7][CH2:6][CH2:5][CH:4]([NH:8][C:9]([C@@H:11]([NH:16][C:17](=[O:26])[O:18][CH2:19][C:20]2[CH:25]=[CH:24][CH:23]=[CH:22][CH:21]=2)[CH2:12][CH:13]([CH3:15])[CH3:14])=[O:10])[CH2:3][CH2:2]1.[C:27]([C:29]1[CH:34]=[CH:33][CH:32]=[CH:31][C:30]=1[S:35](Cl)(=[O:37])=[O:36])#[N:28].C(N(CC)CC)C, predict the reaction product. The product is: [C:27]([C:29]1[CH:34]=[CH:33][CH:32]=[CH:31][C:30]=1[S:35]([N:1]1[CH2:7][CH2:6][CH2:5][CH:4]([NH:8][C:9]([C@@H:11]([NH:16][C:17](=[O:26])[O:18][CH2:19][C:20]2[CH:21]=[CH:22][CH:23]=[CH:24][CH:25]=2)[CH2:12][CH:13]([CH3:15])[CH3:14])=[O:10])[CH2:3][CH2:2]1)(=[O:37])=[O:36])#[N:28]. (9) Given the reactants [N+:1]([C:4]1[CH:9]=[CH:8][C:7]([N:10]2[CH2:15][CH2:14][NH:13][CH2:12][CH2:11]2)=[CH:6][CH:5]=1)([O-])=O.BrCCC[N:20]1[C:24](=[O:25])[C:23]2=CC=CC=[C:22]2[C:21]1=O.C(=O)([O-])[O-].[K+].[K+].O.NN.C(OC([O:42][C:43]([CH3:46])([CH3:45])[CH3:44])=O)([O:42][C:43]([CH3:46])([CH3:45])[CH3:44])=O, predict the reaction product. The product is: [C:43]([O:42][C:24](=[O:25])[NH:20][CH2:21][CH2:22][CH2:23][N:13]1[CH2:14][CH2:15][N:10]([C:7]2[CH:8]=[CH:9][C:4]([NH2:1])=[CH:5][CH:6]=2)[CH2:11][CH2:12]1)([CH3:46])([CH3:45])[CH3:44].